This data is from Catalyst prediction with 721,799 reactions and 888 catalyst types from USPTO. The task is: Predict which catalyst facilitates the given reaction. Reactant: [Br:1][C:2]1[CH:3]=[CH:4][C:5]([OH:11])=[C:6]([C:8](=[O:10])[CH3:9])[CH:7]=1.Cl[CH2:13][C:14]([OH:16])=[O:15].[OH-].[Na+]. Product: [C:8]([C:6]1[CH:7]=[C:2]([Br:1])[CH:3]=[CH:4][C:5]=1[O:11][CH2:13][C:14]([OH:16])=[O:15])(=[O:10])[CH3:9]. The catalyst class is: 6.